This data is from Peptide-MHC class II binding affinity with 134,281 pairs from IEDB. The task is: Regression. Given a peptide amino acid sequence and an MHC pseudo amino acid sequence, predict their binding affinity value. This is MHC class II binding data. (1) The peptide sequence is VFLQTHIFAEVLKDAIKDL. The MHC is HLA-DPA10201-DPB10501 with pseudo-sequence HLA-DPA10201-DPB10501. The binding affinity (normalized) is 0.916. (2) The peptide sequence is AAAQKEVSGVKGFTL. The MHC is DRB1_0901 with pseudo-sequence DRB1_0901. The binding affinity (normalized) is 0.657. (3) The peptide sequence is TPFSLAEGIVLASAA. The MHC is HLA-DQA10201-DQB10301 with pseudo-sequence HLA-DQA10201-DQB10301. The binding affinity (normalized) is 0.872. (4) The peptide sequence is IGRIAETILGYNPSA. The MHC is HLA-DQA10501-DQB10301 with pseudo-sequence HLA-DQA10501-DQB10301. The binding affinity (normalized) is 0.233. (5) The peptide sequence is LGGLWKTVSPRLSPI. The MHC is DRB1_1501 with pseudo-sequence DRB1_1501. The binding affinity (normalized) is 0.539. (6) The peptide sequence is TPFPHRKGVLFNIQY. The MHC is DRB1_0802 with pseudo-sequence DRB1_0802. The binding affinity (normalized) is 0.555. (7) The peptide sequence is ASKNFHLQKNTIGTG. The MHC is HLA-DPA10301-DPB10402 with pseudo-sequence HLA-DPA10301-DPB10402. The binding affinity (normalized) is 0.232. (8) The peptide sequence is SPEIKEEFVKIVQKRG. The MHC is DRB5_0101 with pseudo-sequence DRB5_0101. The binding affinity (normalized) is 0.797. (9) The peptide sequence is QLQPFPQPELPYP. The MHC is DRB1_0301 with pseudo-sequence DRB1_0301. The binding affinity (normalized) is 0. (10) The peptide sequence is AKLMRDIPFRVGAVV. The MHC is HLA-DPA10201-DPB10501 with pseudo-sequence HLA-DPA10201-DPB10501. The binding affinity (normalized) is 0.455.